This data is from Forward reaction prediction with 1.9M reactions from USPTO patents (1976-2016). The task is: Predict the product of the given reaction. Given the reactants [CH3:1][O:2][C:3](=[O:17])[C:4]1[CH:9]=[C:8]([C:10]2[CH:15]=[CH:14][C:13]([CH3:16])=[CH:12][N:11]=2)[CH:7]=[CH:6][CH:5]=1.C(I)[I:19].[N+]([O-])([O-])=O, predict the reaction product. The product is: [CH3:1][O:2][C:3](=[O:17])[C:4]1[CH:9]=[C:8]([C:10]2[CH:15]=[CH:14][C:13]([CH3:16])=[CH:12][N:11]=2)[CH:7]=[C:6]([I:19])[CH:5]=1.